This data is from Catalyst prediction with 721,799 reactions and 888 catalyst types from USPTO. The task is: Predict which catalyst facilitates the given reaction. (1) Reactant: C([O:3][CH:4](OCC)[C:5]1[O:13][C:12]2[C:11]([I:14])=[CH:10][N:9]=[CH:8][C:7]=2[CH:6]=1)C.Cl.C(=O)(O)[O-].[Na+]. Product: [I:14][C:11]1[C:12]2[O:13][C:5]([CH:4]=[O:3])=[CH:6][C:7]=2[CH:8]=[N:9][CH:10]=1. The catalyst class is: 7. (2) The catalyst class is: 44. Reactant: F[C:2]1[CH:3]=[CH:4][C:5]([N+:10]([O-:12])=[O:11])=[C:6]([O:8][CH3:9])[CH:7]=1.C(N(CC)C(C)C)(C)C.[CH3:22][CH:23]1[CH2:28][NH:27][CH2:26][CH2:25][NH:24]1. Product: [CH3:9][O:8][C:6]1[CH:7]=[C:2]([N:27]2[CH2:26][CH2:25][NH:24][CH:23]([CH3:22])[CH2:28]2)[CH:3]=[CH:4][C:5]=1[N+:10]([O-:12])=[O:11].